From a dataset of Forward reaction prediction with 1.9M reactions from USPTO patents (1976-2016). Predict the product of the given reaction. (1) Given the reactants [S:1]1[CH:5]=[CH:4][CH:3]=[C:2]1[C:6]1[CH:11]=[CH:10][N:9]=[C:8]2[N:12]([C@@H:15]3[O:21][C@H:20]([CH2:22][O:23]C(C4C=CC=CC=4)(C4C=CC(OC)=CC=4)C4C=CC(OC)=CC=4)[C@@H:18]([OH:19])[C@H:16]3[OH:17])[CH:13]=[N:14][C:7]=12.[C:47](OC(=O)C)(=[O:49])[CH3:48].C([O-])(O)=O.[Na+].[C:59](OCC)(=[O:61])[CH3:60], predict the reaction product. The product is: [S:1]1[CH:5]=[CH:4][CH:3]=[C:2]1[C:6]1[CH:11]=[CH:10][N:9]=[C:8]2[N:12]([C@@H:15]3[O:21][C@H:20]([CH2:22][OH:23])[C@@H:18]([O:19][C:59](=[O:61])[CH3:60])[C@H:16]3[O:17][C:47](=[O:49])[CH3:48])[CH:13]=[N:14][C:7]=12. (2) Given the reactants [CH2:1]([N:8]([C@H:37]([CH:39]1[CH2:41][CH2:40]1)[CH3:38])[C:9](=[O:36])[CH2:10][N:11]1[C:15](=[O:16])[C@@:14]2([C:24]3[C:19](=[CH:20][C:21]([C:25]([O:27]CC4C=CC=CC=4)=[O:26])=[CH:22][CH:23]=3)[CH2:18][CH2:17]2)[O:13][C:12]1=[O:35])[C:2]1[CH:7]=[CH:6][CH:5]=[CH:4][CH:3]=1.[H][H], predict the reaction product. The product is: [CH2:1]([N:8]([C@H:37]([CH:39]1[CH2:40][CH2:41]1)[CH3:38])[C:9](=[O:36])[CH2:10][N:11]1[C:15](=[O:16])[C@@:14]2([C:24]3[C:19](=[CH:20][C:21]([C:25]([OH:27])=[O:26])=[CH:22][CH:23]=3)[CH2:18][CH2:17]2)[O:13][C:12]1=[O:35])[C:2]1[CH:3]=[CH:4][CH:5]=[CH:6][CH:7]=1.